Dataset: Reaction yield outcomes from USPTO patents with 853,638 reactions. Task: Predict the reaction yield, written as a fraction of the theoretical maximum amount of product (1.0 means a 100% yield; for example, 0.34 means a 34% yield). (1) The reactants are [CH2:1]([N:8]1[CH2:12][CH2:11][N:10]([C:13]2[S:14][C:15]([C:19]([OH:21])=O)=[C:16]([CH3:18])[N:17]=2)[C:9]1=[O:22])[C:2]1[CH:7]=[CH:6][CH:5]=[CH:4][CH:3]=1.CN1CCOCC1.ClC(OCC(C)C)=O.[CH2:38]([NH2:45])[C:39]1[CH:44]=[CH:43][CH:42]=[CH:41][CH:40]=1. The yield is 0.200. The product is [CH2:38]([NH:45][C:19]([C:15]1[S:14][C:13]([N:10]2[CH2:11][CH2:12][N:8]([CH2:1][C:2]3[CH:3]=[CH:4][CH:5]=[CH:6][CH:7]=3)[C:9]2=[O:22])=[N:17][C:16]=1[CH3:18])=[O:21])[C:39]1[CH:44]=[CH:43][CH:42]=[CH:41][CH:40]=1. The catalyst is O1CCCC1. (2) The catalyst is ClCCl.C(OCC)C. The yield is 0.790. The reactants are [C:1]([C:4]1[CH:5]=[N:6][C:7]2[C:12]([C:13]=1[NH:14][C:15]1[CH:16]=[CH:17][C:18]([N:21]3[CH2:26][CH2:25][CH2:24][CH:23]([NH:27]C(=O)OC(C)(C)C)[CH2:22]3)=[N:19][CH:20]=1)=[CH:11][C:10]([C:35]1[CH:40]=[C:39]([Cl:41])[C:38]([OH:42])=[C:37]([Cl:43])[CH:36]=1)=[CH:9][CH:8]=2)(=[O:3])[CH3:2].Cl. The product is [NH2:27][CH:23]1[CH2:24][CH2:25][CH2:26][N:21]([C:18]2[N:19]=[CH:20][C:15]([NH:14][C:13]3[C:12]4[C:7](=[CH:8][CH:9]=[C:10]([C:35]5[CH:36]=[C:37]([Cl:43])[C:38]([OH:42])=[C:39]([Cl:41])[CH:40]=5)[CH:11]=4)[N:6]=[CH:5][C:4]=3[C:1](=[O:3])[CH3:2])=[CH:16][CH:17]=2)[CH2:22]1. (3) The reactants are [CH2:1]([O:3][C:4]([C:6]1([C:9]2[CH:14]=[CH:13][C:12]([C:15]3[CH:20]=[CH:19][C:18]([C:21]4[S:22][C:23]([F:29])=[CH:24][C:25]=4C(O)=O)=[CH:17][CH:16]=3)=[CH:11][CH:10]=2)[CH2:8][CH2:7]1)=[O:5])[CH3:2].C([N:32]([CH2:35]C)CC)C.C1(P(N=[N+]=[N-])(C2C=CC=CC=2)=[O:44])C=CC=CC=1.[S:54]1[CH:58]=[CH:57][C:56]([C@H:59]([OH:61])[CH3:60])=[CH:55]1. The catalyst is C1(C)C=CC=CC=1. The product is [CH2:1]([O:3][C:4]([C:6]1([C:9]2[CH:14]=[CH:13][C:12]([C:15]3[CH:16]=[CH:17][C:18]([C:21]4[S:22][C:23]([F:29])=[CH:24][C:25]=4[NH:32][C:35]([O:61][C@@H:59]([C:56]4[CH:57]=[CH:58][S:54][CH:55]=4)[CH3:60])=[O:44])=[CH:19][CH:20]=3)=[CH:11][CH:10]=2)[CH2:7][CH2:8]1)=[O:5])[CH3:2]. The yield is 0.970. (4) The reactants are C(OC(=O)[NH:7][C@H:8]([CH2:32][C:33]1[CH:38]=[C:37]([F:39])[C:36]([F:40])=[CH:35][C:34]=1[F:41])[CH2:9][C:10](=[O:31])[N:11]1[CH2:16][CH2:15][N:14]2[C:17]([C:27]([F:30])([F:29])[F:28])=[N:18][C:19]([C:20]([N:22]3[CH2:26][CH2:25][CH2:24][CH2:23]3)=[O:21])=[C:13]2[CH2:12]1)(C)(C)C.[ClH:43]. The catalyst is C(OCC)(=O)C. The product is [ClH:43].[NH2:7][C@H:8]([CH2:32][C:33]1[CH:38]=[C:37]([F:39])[C:36]([F:40])=[CH:35][C:34]=1[F:41])[CH2:9][C:10]([N:11]1[CH2:16][CH2:15][N:14]2[C:17]([C:27]([F:30])([F:29])[F:28])=[N:18][C:19]([C:20]([N:22]3[CH2:23][CH2:24][CH2:25][CH2:26]3)=[O:21])=[C:13]2[CH2:12]1)=[O:31]. The yield is 0.940. (5) The reactants are [F:1][C:2]([F:43])([F:42])[C:3]1[CH:4]=[C:5]([CH:39]=[CH:40][CH:41]=1)[CH2:6][NH:7][C:8](=[O:38])[C:9]1[CH:14]=[CH:13][N:12]=[C:11]([C:15]2[CH:20]=[C:19]([N:21]3[CH2:26][CH2:25][CH2:24][CH2:23][CH2:22]3)[CH:18]=[CH:17][C:16]=2[NH:27][C:28](=[O:37])[C:29]2(CCl)[CH:34]=[CH:33][CH:32]=[CH:31][NH:30]2)[CH:10]=1.[NH:44]1[CH2:48][CH2:47][C@H:46]([NH:49][C:50](=[O:52])[CH3:51])[CH2:45]1.[C:53](=O)([O-])[O-].[K+].[K+].[I-].[K+]. The catalyst is CN(C)C=O.C(OCC)(=O)C. The product is [C:50]([NH:49][C@H:46]1[CH2:47][CH2:48][N:44]([CH2:53][C:31]2[N:30]=[C:29]([C:28]([NH:27][C:16]3[CH:17]=[CH:18][C:19]([N:21]4[CH2:26][CH2:25][CH2:24][CH2:23][CH2:22]4)=[CH:20][C:15]=3[C:11]3[CH:10]=[C:9]([C:8](=[O:38])[NH:7][CH2:6][C:5]4[CH:39]=[CH:40][CH:41]=[C:3]([C:2]([F:43])([F:1])[F:42])[CH:4]=4)[CH:14]=[CH:13][N:12]=3)=[O:37])[CH:34]=[CH:33][CH:32]=2)[CH2:45]1)(=[O:52])[CH3:51]. The yield is 0.390. (6) The reactants are Cl.[Br:2][C:3]1[CH:10]=[CH:9][C:6]([CH2:7][NH2:8])=[CH:5][CH:4]=1.[OH-].[Na+].[CH3:13][C:14]([O:17][C:18](O[C:18]([O:17][C:14]([CH3:16])([CH3:15])[CH3:13])=[O:19])=[O:19])([CH3:16])[CH3:15]. The catalyst is O1CCOCC1. The product is [C:14]([O:17][C:18](=[O:19])[NH:8][CH2:7][C:6]1[CH:9]=[CH:10][C:3]([Br:2])=[CH:4][CH:5]=1)([CH3:16])([CH3:15])[CH3:13]. The yield is 0.960. (7) The reactants are [Cl:1][C:2]1[CH:8]=[C:7]([O:9][C:10]2[C:19]3[C:14](=[CH:15][C:16]([O:22][CH3:23])=[C:17]([O:20][CH3:21])[CH:18]=3)[N:13]=[CH:12][N:11]=2)[CH:6]=[CH:5][C:3]=1[NH2:4].C(N(CC)CC)C.ClC(Cl)(O[C:35](=[O:41])OC(Cl)(Cl)Cl)Cl.[CH2:43]([N:45]([CH2:49][CH3:50])[CH2:46][CH2:47][NH2:48])[CH3:44]. The catalyst is C(Cl)(Cl)Cl.O. The product is [Cl:1][C:2]1[CH:8]=[C:7]([O:9][C:10]2[C:19]3[C:14](=[CH:15][C:16]([O:22][CH3:23])=[C:17]([O:20][CH3:21])[CH:18]=3)[N:13]=[CH:12][N:11]=2)[CH:6]=[CH:5][C:3]=1[NH:4][C:35]([NH:48][CH2:47][CH2:46][N:45]([CH2:49][CH3:50])[CH2:43][CH3:44])=[O:41]. The yield is 0.450. (8) The reactants are [Cl:1][C:2]1[CH:7]=[C:6](Cl)[N:5]2[N:9]=[C:10]([C:12]3[CH:17]=[CH:16][CH:15]=[CH:14][CH:13]=3)[CH:11]=[C:4]2[N:3]=1.[S:18]1[CH2:22][CH2:21][NH:20][CH2:19]1. The catalyst is O1CCOCC1. The product is [Cl:1][C:2]1[CH:7]=[C:6]([N:20]2[CH2:21][CH2:22][S:18][CH2:19]2)[N:5]2[N:9]=[C:10]([C:12]3[CH:17]=[CH:16][CH:15]=[CH:14][CH:13]=3)[CH:11]=[C:4]2[N:3]=1. The yield is 0.780.